Dataset: Reaction yield outcomes from USPTO patents with 853,638 reactions. Task: Predict the reaction yield, written as a fraction of the theoretical maximum amount of product (1.0 means a 100% yield; for example, 0.34 means a 34% yield). (1) The reactants are [C:1]([CH:5]1[CH2:14][CH2:13][C:12]2[N:11]=[C:10]3[S:15][C:16]([C:18]4[O:19][C:20]([CH2:23]Cl)=[CH:21][N:22]=4)=[CH:17][C:9]3=[CH:8][C:7]=2[CH2:6]1)([CH3:4])([CH3:3])[CH3:2].[N-:25]=[N+]=[N-].[Na+].C1(P(C2C=CC=CC=2)C2C=CC=CC=2)C=CC=CC=1.C(N(CC)CC)C. The catalyst is CN(C=O)C.C1COCC1.O.O. The product is [C:1]([CH:5]1[CH2:14][CH2:13][C:12]2[N:11]=[C:10]3[S:15][C:16]([C:18]4[O:19][C:20]([CH2:23][NH2:25])=[CH:21][N:22]=4)=[CH:17][C:9]3=[CH:8][C:7]=2[CH2:6]1)([CH3:4])([CH3:3])[CH3:2]. The yield is 0.460. (2) The reactants are [N+:1]([C:4]1[CH:5]=[C:6]([CH2:10][C:11]([NH:13][C:14]2[CH:15]=[C:16]([NH:20]C(=O)OC(C)(C)C)[CH:17]=[CH:18][CH:19]=2)=[O:12])[CH:7]=[CH:8][CH:9]=1)([O-:3])=[O:2].[ClH:28]. The yield is 1.00. The catalyst is O1CCOCC1. The product is [ClH:28].[NH2:20][C:16]1[CH:15]=[C:14]([NH:13][C:11](=[O:12])[CH2:10][C:6]2[CH:7]=[CH:8][CH:9]=[C:4]([N+:1]([O-:3])=[O:2])[CH:5]=2)[CH:19]=[CH:18][CH:17]=1. (3) The reactants are [Cl:1][C:2]1[CH:17]=[C:16]([O:18][CH2:19][CH:20]=[C:21]([Cl:23])[Cl:22])[CH:15]=[C:14]([Cl:24])[C:3]=1[O:4][CH2:5][CH2:6][CH2:7][CH2:8][C:9](OCC)=[O:10].[H-].C([Al+]CC(C)C)C(C)C.[Cl-].[NH4+].Cl. The catalyst is C1(C)C=CC=CC=1. The product is [Cl:1][C:2]1[CH:17]=[C:16]([O:18][CH2:19][CH:20]=[C:21]([Cl:23])[Cl:22])[CH:15]=[C:14]([Cl:24])[C:3]=1[O:4][CH2:5][CH2:6][CH2:7][CH2:8][CH:9]=[O:10]. The yield is 0.960. (4) The reactants are C(OC([NH:7][C@H:8]([CH:80]([CH3:82])[CH3:81])[C:9]([NH:11][C@H:12]([CH3:79])[C:13]([NH:15][C:16]1[CH:78]=[CH:77][C:19]([CH2:20][O:21][C:22]([N:24]2[C:30]3[CH:31]=[C:32]([O:37][CH2:38][CH2:39][CH2:40][O:41][C:42]4[C:43]([O:67][CH3:68])=[CH:44][C:45]5[C:51](=[O:52])[N:50]6[CH:53]=[C:54](/[CH:56]=[CH:57]/[CH3:58])[CH2:55][C@H:49]6[C@H:48](O)[N:47](C(OCC=C)=O)[C:46]=5[CH:66]=4)[C:33]([O:35][CH3:36])=[CH:34][C:29]=3[C:28](=[O:69])[N:27]3[CH:70]=[C:71](/[CH:73]=[CH:74]/[CH3:75])[CH2:72][C@H:26]3[C@@H:25]2[OH:76])=[O:23])=[CH:18][CH:17]=1)=[O:14])=[O:10])=O)C=C.N1CCCC1. The catalyst is C(Cl)Cl. The product is [OH:76][C@@H:25]1[N:24]([C:22]([O:21][CH2:20][C:19]2[CH:77]=[CH:78][C:16]([NH:15][C:13](=[O:14])[C@H:12]([NH:11][C:9](=[O:10])[C@H:8]([NH2:7])[CH:80]([CH3:81])[CH3:82])[CH3:79])=[CH:17][CH:18]=2)=[O:23])[C:30]2[CH:31]=[C:32]([O:37][CH2:38][CH2:39][CH2:40][O:41][C:42]3[C:43]([O:67][CH3:68])=[CH:44][C:45]4[C:51](=[O:52])[N:50]5[CH:53]=[C:54](/[CH:56]=[CH:57]/[CH3:58])[CH2:55][C@H:49]5[CH:48]=[N:47][C:46]=4[CH:66]=3)[C:33]([O:35][CH3:36])=[CH:34][C:29]=2[C:28](=[O:69])[N:27]2[CH:70]=[C:71](/[CH:73]=[CH:74]/[CH3:75])[CH2:72][C@@H:26]12. The yield is 1.00.